Dataset: Catalyst prediction with 721,799 reactions and 888 catalyst types from USPTO. Task: Predict which catalyst facilitates the given reaction. (1) Reactant: [Cl:1][C:2]1[C:3]([F:31])=[C:4]([C@@H:8]2[C@:12]([C:15]3[CH:20]=[CH:19][C:18]([Cl:21])=[CH:17][C:16]=3[F:22])([C:13]#[N:14])[C@H:11]([CH2:23][C:24]([CH3:27])([CH3:26])[CH3:25])[NH:10][C@H:9]2[C:28](O)=[O:29])[CH:5]=[CH:6][CH:7]=1.CN(C(ON1N=NC2C=CC=NC1=2)=[N+](C)C)C.F[P-](F)(F)(F)(F)F.[CH3:56][O:57][C:58](=[O:69])[C:59]([C:62]1[CH:67]=[CH:66][C:65]([NH2:68])=[CH:64][CH:63]=1)([CH3:61])[CH3:60].C(N(C(C)C)CC)(C)C. Product: [CH3:56][O:57][C:58](=[O:69])[C:59]([C:62]1[CH:63]=[CH:64][C:65]([NH:68][C:28]([C@H:9]2[C@H:8]([C:4]3[CH:5]=[CH:6][CH:7]=[C:2]([Cl:1])[C:3]=3[F:31])[C@:12]([C:15]3[CH:20]=[CH:19][C:18]([Cl:21])=[CH:17][C:16]=3[F:22])([C:13]#[N:14])[C@H:11]([CH2:23][C:24]([CH3:25])([CH3:26])[CH3:27])[NH:10]2)=[O:29])=[CH:66][CH:67]=1)([CH3:61])[CH3:60]. The catalyst class is: 2. (2) Reactant: [CH3:1][C:2]1[C:3](=[O:29])[C:4]2[C:9]([C:10](=[O:28])[C:11]=1[CH:12]([C:14](=[O:27])[C@@H:15]([CH:24]([CH3:26])[CH3:25])[NH:16]C(OC(C)(C)C)=O)[NH2:13])=[CH:8][CH:7]=[CH:6][CH:5]=2.C(Cl)Cl.C(O)(C(F)(F)F)=O.Cl. Product: [CH3:1][C:2]1[C:3](=[O:29])[C:4]2[C:9]([C:10](=[O:28])[C:11]=1[CH:12]([C:14](=[O:27])[C@@H:15]([CH:24]([CH3:26])[CH3:25])[NH2:16])[NH2:13])=[CH:8][CH:7]=[CH:6][CH:5]=2. The catalyst class is: 28. (3) Reactant: C([O:8][P:9]([O:19][CH2:20][CH2:21][N:22]1[C:31]2[C:26](=[CH:27][C:28]([C:32]3[CH:33]=[N:34][C:35]([NH:47][C:48](=[O:52])[NH:49][CH2:50][CH3:51])=[CH:36][C:37]=3[C:38]3[S:39][CH:40]=[C:41]([C:43]([F:46])([F:45])[F:44])[N:42]=3)=[CH:29][N:30]=2)[C:25](=[O:53])[C:24]([C:54]([OH:56])=[O:55])=[CH:23]1)([O:11]CC1C=CC=CC=1)=[O:10])C1C=CC=CC=1.C[Si](Br)(C)C.O. Product: [CH2:50]([NH:49][C:48]([NH:47][C:35]1[N:34]=[CH:33][C:32]([C:28]2[CH:27]=[C:26]3[C:31](=[N:30][CH:29]=2)[N:22]([CH2:21][CH2:20][O:19][P:9]([OH:11])([OH:10])=[O:8])[CH:23]=[C:24]([C:54]([OH:56])=[O:55])[C:25]3=[O:53])=[C:37]([C:38]2[S:39][CH:40]=[C:41]([C:43]([F:45])([F:46])[F:44])[N:42]=2)[CH:36]=1)=[O:52])[CH3:51]. The catalyst class is: 98.